This data is from Forward reaction prediction with 1.9M reactions from USPTO patents (1976-2016). The task is: Predict the product of the given reaction. (1) Given the reactants Br.Br[CH2:3][C:4]([C:6]1[C:11]([CH3:12])=[CH:10][CH:9]=[CH:8][N:7]=1)=[O:5].[CH:13]([N-:15][CH:16]=[O:17])=[O:14].[Na+], predict the reaction product. The product is: [CH:13]([N:15]([CH2:3][C:4]([C:6]1[C:11]([CH3:12])=[CH:10][CH:9]=[CH:8][N:7]=1)=[O:5])[CH:16]=[O:17])=[O:14]. (2) Given the reactants Cl[C:2]1[CH:7]=[N:6][CH:5]=[C:4]([Cl:8])[N:3]=1.[CH3:9][C:10]1[CH:14]=[C:13]([CH3:15])[NH:12][N:11]=1, predict the reaction product. The product is: [Cl:8][C:4]1[CH:5]=[N:6][CH:7]=[C:2]([N:11]2[C:10]([CH3:9])=[CH:14][C:13]([CH3:15])=[N:12]2)[N:3]=1.